This data is from Catalyst prediction with 721,799 reactions and 888 catalyst types from USPTO. The task is: Predict which catalyst facilitates the given reaction. Reactant: [C:1]1([C:7]2[C:15]3[C:10](=[N:11][CH:12]=[CH:13][CH:14]=3)[O:9][C:8]=2[C:16]2[CH:21]=[CH:20][C:19]([C:22]3([NH:26]C(=O)OC(C)(C)C)[CH2:25][CH2:24][CH2:23]3)=[CH:18][CH:17]=2)[CH:6]=[CH:5][CH:4]=[CH:3][CH:2]=1.C(O)(C(F)(F)F)=O. Product: [C:1]1([C:7]2[C:15]3[C:10](=[N:11][CH:12]=[CH:13][CH:14]=3)[O:9][C:8]=2[C:16]2[CH:17]=[CH:18][C:19]([C:22]3([NH2:26])[CH2:25][CH2:24][CH2:23]3)=[CH:20][CH:21]=2)[CH:2]=[CH:3][CH:4]=[CH:5][CH:6]=1. The catalyst class is: 2.